Dataset: Forward reaction prediction with 1.9M reactions from USPTO patents (1976-2016). Task: Predict the product of the given reaction. (1) Given the reactants [NH:1]1[C:5]2[CH:6]=[CH:7][CH:8]=[CH:9][C:4]=2[N:3]=[C:2]1[C@H:10]1[CH2:15][C@H:14]([NH:16][C:17]([C:19]2[CH:28]=[CH:27][C:22]3[O:23][CH2:24][CH2:25][O:26][C:21]=3[CH:20]=2)=[O:18])[CH2:13][CH2:12][N:11]1[C:29]([O:31][C:32]([CH3:35])([CH3:34])[CH3:33])=[O:30].Br[CH2:37][CH2:38][O:39][CH:40]1[CH2:45][CH2:44][CH2:43][CH2:42][O:41]1.C([O-])([O-])=O.[K+].[K+].O, predict the reaction product. The product is: [O:23]1[CH2:24][CH2:25][O:26][C:21]2[CH:20]=[C:19]([C:17]([NH:16][C@@H:14]3[CH2:13][CH2:12][N:11]([C:29]([O:31][C:32]([CH3:35])([CH3:34])[CH3:33])=[O:30])[C@@H:10]([C:2]4[N:3]([CH2:37][CH2:38][O:39][CH:40]5[CH2:45][CH2:44][CH2:43][CH2:42][O:41]5)[C:4]5[CH:9]=[CH:8][CH:7]=[CH:6][C:5]=5[N:1]=4)[CH2:15]3)=[O:18])[CH:28]=[CH:27][C:22]1=2. (2) Given the reactants Cl[C:2]1[CH:7]=[C:6]([C:8]2[CH:13]=[CH:12][CH:11]=[CH:10][C:9]=2[F:14])[N:5]=[CH:4][N:3]=1.[CH2:15]([OH:20])[C:16]#[C:17][CH2:18][OH:19].[H-].[Na+].O, predict the reaction product. The product is: [F:14][C:9]1[CH:10]=[CH:11][CH:12]=[CH:13][C:8]=1[C:6]1[CH:7]=[C:2]([O:19][CH2:18][C:17]#[C:16][CH2:15][OH:20])[N:3]=[CH:4][N:5]=1. (3) Given the reactants C([N:8]1C=C[N:10]=[CH:9]1)(N1C=CN=C1)=O.[C:13]([C:16]1[CH:17]=[C:18]([C:22]2[N:27]=[C:26]([C:28]([OH:30])=O)[CH:25]=[CH:24][CH:23]=2)[CH:19]=[CH:20][CH:21]=1)(=[O:15])[CH3:14].[NH2:31][N:32]1N=NC=[N:33]1, predict the reaction product. The product is: [NH:31]1[C:9]([NH:8][C:28]([C:26]2[CH:25]=[CH:24][CH:23]=[C:22]([C:18]3[CH:19]=[CH:20][CH:21]=[C:16]([C:13](=[O:15])[CH3:14])[CH:17]=3)[N:27]=2)=[O:30])=[N:10][N:33]=[N:32]1. (4) Given the reactants [CH3:1][C:2]1[CH:7]=[CH:6][N:5]([C:8]2[CH:13]=[CH:12][C:11]([N:14]3[CH2:19][CH2:18][NH:17][CH2:16][CH2:15]3)=[CH:10][CH:9]=2)[C:4](=[O:20])[CH:3]=1.CC1C=CC(S(O[CH2:32][CH2:33][CH2:34][CH2:35][C:36]2[C:44]3[C:39](=[CH:40][CH:41]=[C:42]([O:45][CH3:46])[CH:43]=3)[NH:38][CH:37]=2)(=O)=O)=CC=1.C(=O)([O-])[O-].[K+].[K+].[I-].[K+], predict the reaction product. The product is: [CH3:46][O:45][C:42]1[CH:43]=[C:44]2[C:39](=[CH:40][CH:41]=1)[NH:38][CH:37]=[C:36]2[CH2:35][CH2:34][CH2:33][CH2:32][N:17]1[CH2:16][CH2:15][N:14]([C:11]2[CH:10]=[CH:9][C:8]([N:5]3[CH:6]=[CH:7][C:2]([CH3:1])=[CH:3][C:4]3=[O:20])=[CH:13][CH:12]=2)[CH2:19][CH2:18]1. (5) Given the reactants [CH2:1]([C:3]1[CH:4]=[CH:5][C:6]([OH:11])=[C:7]([CH:10]=1)[CH:8]=[O:9])[CH3:2].[OH:12]C1C=CC(C(F)(F)F)=CC=1C=O, predict the reaction product. The product is: [CH2:1]([C:3]1[CH:4]=[CH:5][C:6]([OH:11])=[C:7]([CH:10]=1)[C:8]([OH:12])=[O:9])[CH3:2]. (6) Given the reactants [Cl:1][C:2]1[CH:7]=[CH:6][C:5]([C:8]2[CH:13]=[C:12]([CH:14]([F:16])[F:15])[N:11]3[N:17]=[CH:18][C:19]([C:20]#[CH:21])=[C:10]3[N:9]=2)=[CH:4][C:3]=1[CH3:22].Br[C:24]1[C:25]([F:35])=[CH:26][C:27]([F:34])=[C:28]([S:30]([NH2:33])(=[O:32])=[O:31])[CH:29]=1, predict the reaction product. The product is: [Cl:1][C:2]1[CH:7]=[CH:6][C:5]([C:8]2[CH:13]=[C:12]([CH:14]([F:15])[F:16])[N:11]3[N:17]=[CH:18][C:19]([C:20]#[C:21][C:24]4[C:25]([F:35])=[CH:26][C:27]([F:34])=[C:28]([S:30]([NH2:33])(=[O:31])=[O:32])[CH:29]=4)=[C:10]3[N:9]=2)=[CH:4][C:3]=1[CH3:22]. (7) Given the reactants [OH-].[Na+].C([O:5][C:6]([C:8]1[NH:9][C:10]([CH2:13][CH2:14][CH2:15][C:16]2[CH:21]=[CH:20][CH:19]=[CH:18][CH:17]=2)=[CH:11][CH:12]=1)=[O:7])C, predict the reaction product. The product is: [C:16]1([CH2:15][CH2:14][CH2:13][C:10]2[NH:9][C:8]([C:6]([OH:7])=[O:5])=[CH:12][CH:11]=2)[CH:17]=[CH:18][CH:19]=[CH:20][CH:21]=1.